This data is from Forward reaction prediction with 1.9M reactions from USPTO patents (1976-2016). The task is: Predict the product of the given reaction. (1) Given the reactants [N+:1]([C:4]1[CH:9]=[CH:8][C:7]([NH:10][CH:11]=O)=[CH:6][CH:5]=1)([O-:3])=[O:2].[Cl:13][C:14]1[N:22]=[C:21]2[C:17]([N:18]=[CH:19][N:20]2[CH3:23])=C(Cl)[N:15]=1, predict the reaction product. The product is: [Cl:13][C:14]1[N:22]=[C:21]2[C:17]([N:18]=[CH:19][N:20]2[CH3:23])=[C:11]([NH:10][C:7]2[CH:8]=[CH:9][C:4]([N+:1]([O-:3])=[O:2])=[CH:5][CH:6]=2)[N:15]=1. (2) Given the reactants [NH2:1][C:2]1[CH:7]=[CH:6][C:5]([C:8]2[CH:9]=[N:10][C:11]3[N:12]([N:15]=[CH:16][C:17]=3[C:18]3[CH:23]=[CH:22][C:21]([N:24]4[CH2:29][CH2:28][N:27]([CH2:30][CH2:31][O:32][CH3:33])[CH2:26][CH2:25]4)=[CH:20][CH:19]=3)[C:13]=2[NH2:14])=[CH:4][CH:3]=1.Cl[C:35]([O:37][CH2:38][CH3:39])=[O:36], predict the reaction product. The product is: [CH2:38]([O:37][C:35](=[O:36])[NH:1][C:2]1[CH:7]=[CH:6][C:5]([C:8]2[CH:9]=[N:10][C:11]3[N:12]([N:15]=[CH:16][C:17]=3[C:18]3[CH:19]=[CH:20][C:21]([N:24]4[CH2:25][CH2:26][N:27]([CH2:30][CH2:31][O:32][CH3:33])[CH2:28][CH2:29]4)=[CH:22][CH:23]=3)[C:13]=2[NH2:14])=[CH:4][CH:3]=1)[CH3:39]. (3) The product is: [ClH:1].[CH3:12][NH:13][CH2:15][C:16]1[CH:24]=[CH:23][CH:22]=[C:21]2[C:17]=1[CH2:18][N:19]([CH:26]1[CH2:31][CH2:30][C:29](=[O:32])[NH:28][C:27]1=[O:33])[C:20]2=[O:25]. Given the reactants [ClH:1].CCOCC.C(O[C:12](=O)[N:13]([CH2:15][C:16]1[CH:24]=[CH:23][CH:22]=[C:21]2[C:17]=1[CH2:18][N:19]([CH:26]1[CH2:31][CH2:30][C:29](=[O:32])[NH:28][C:27]1=[O:33])[C:20]2=[O:25])C)(C)(C)C, predict the reaction product.